Task: Predict the reactants needed to synthesize the given product.. Dataset: Full USPTO retrosynthesis dataset with 1.9M reactions from patents (1976-2016) Given the product [Br:1][C:2]1[CH:3]=[C:4]2[CH:12]=[C:13]([Si:14]([CH3:16])([CH3:15])[CH3:17])[NH:11][C:5]2=[N:6][C:7]=1[CH:8]1[CH2:9][CH2:10]1, predict the reactants needed to synthesize it. The reactants are: [Br:1][C:2]1[CH:3]=[C:4]([C:12]#[C:13][Si:14]([CH3:17])([CH3:16])[CH3:15])[C:5]([NH2:11])=[N:6][C:7]=1[CH:8]1[CH2:10][CH2:9]1.CC(C)([O-])C.[K+].